This data is from Catalyst prediction with 721,799 reactions and 888 catalyst types from USPTO. The task is: Predict which catalyst facilitates the given reaction. (1) Reactant: [CH2:1]([N:3]1[C:7]2[NH:8][CH2:9][CH2:10][S:11][CH:12]([C:13]3[CH:23]=[CH:22][C:16]([C:17]([O:19]CC)=[O:18])=[CH:15][C:14]=3[CH3:24])[C:6]=2[C:5]([C:25]2[CH:30]=[CH:29][CH:28]=[CH:27][N:26]=2)=[N:4]1)[CH3:2].[OH-].[Na+].C1COCC1.CO. Product: [CH2:1]([N:3]1[C:7]2[NH:8][CH2:9][CH2:10][S:11][CH:12]([C:13]3[CH:23]=[CH:22][C:16]([C:17]([OH:19])=[O:18])=[CH:15][C:14]=3[CH3:24])[C:6]=2[C:5]([C:25]2[CH:30]=[CH:29][CH:28]=[CH:27][N:26]=2)=[N:4]1)[CH3:2]. The catalyst class is: 6. (2) Reactant: [C:1]([O:5][C:6]([CH2:8][N:9]([CH:17]([CH2:46][C:47]1[CH:52]=[CH:51][C:50]([NH:53][C:54]([O:56][C:57]([CH3:60])([CH3:59])[CH3:58])=[O:55])=[CH:49][CH:48]=1)[CH2:18][N:19]([CH2:38][C:39]([O:41][C:42]([CH3:45])([CH3:44])[CH3:43])=[O:40])[CH2:20][CH2:21][N:22]([CH2:30][C:31]([O:33][C:34]([CH3:37])([CH3:36])[CH3:35])=[O:32])CC1C=CC=CC=1)CC1C=CC=CC=1)=[O:7])([CH3:4])([CH3:3])[CH3:2].C([O-])=O.[NH4+]. Product: [C:1]([O:5][C:6]([CH2:8][NH:9][CH:17]([CH2:46][C:47]1[CH:52]=[CH:51][C:50]([NH:53][C:54]([O:56][C:57]([CH3:60])([CH3:59])[CH3:58])=[O:55])=[CH:49][CH:48]=1)[CH2:18][N:19]([CH2:38][C:39]([O:41][C:42]([CH3:43])([CH3:44])[CH3:45])=[O:40])[CH2:20][CH2:21][NH:22][CH2:30][C:31]([O:33][C:34]([CH3:37])([CH3:36])[CH3:35])=[O:32])=[O:7])([CH3:2])([CH3:3])[CH3:4]. The catalyst class is: 19. (3) Reactant: [NH2:1][C:2]1[CH:3]=[C:4]([NH:8][C:9]2[C:18]3[C:13](=[CH:14][N:15]=[C:16]([NH:19][CH2:20][CH2:21][N:22]4[CH2:27][CH2:26][O:25][CH2:24][CH2:23]4)[CH:17]=3)[N:12]=[CH:11][C:10]=2[C:28]#[N:29])[CH:5]=[CH:6][CH:7]=1.C(N(CC)CC)C.[CH3:37][S:38](Cl)(=[O:40])=[O:39]. Product: [C:28]([C:10]1[CH:11]=[N:12][C:13]2[C:18]([C:9]=1[NH:8][C:4]1[CH:3]=[C:2]([NH:1][S:38]([CH3:37])(=[O:40])=[O:39])[CH:7]=[CH:6][CH:5]=1)=[CH:17][C:16]([NH:19][CH2:20][CH2:21][N:22]1[CH2:27][CH2:26][O:25][CH2:24][CH2:23]1)=[N:15][CH:14]=2)#[N:29]. The catalyst class is: 2.